Task: Predict the reactants needed to synthesize the given product.. Dataset: Full USPTO retrosynthesis dataset with 1.9M reactions from patents (1976-2016) (1) Given the product [CH2:1]([CH:3]([C:6]1[C:7]2[N:8]([C:13]([C:21]3[S:25][C:24]4[CH:26]=[CH:27][C:28]([F:30])=[CH:29][C:23]=4[C:22]=3[CH3:31])=[C:14]([C:16]([F:18])([F:19])[F:17])[N:15]=2)[N:9]=[C:10]([CH3:12])[CH:11]=1)[CH2:4][CH3:5])[CH3:2], predict the reactants needed to synthesize it. The reactants are: [CH2:1]([CH:3]([C:6]1[C:7]2[N:8]([CH:13]=[C:14]([C:16]([F:19])([F:18])[F:17])[N:15]=2)[N:9]=[C:10]([CH3:12])[CH:11]=1)[CH2:4][CH3:5])[CH3:2].Br[C:21]1[S:25][C:24]2[CH:26]=[CH:27][C:28]([F:30])=[CH:29][C:23]=2[C:22]=1[CH3:31].C([O-])([O-])=O.[Cs+].[Cs+].C1C=CC(P(C2C=CC=CC=2)C2C=CC=CC=2)=CC=1. (2) Given the product [CH:26]1([O:25][C:18]2[C:19]([O:23][CH3:24])=[CH:20][CH:21]=[C:22]3[C:17]=2[N:16]=[CH:15][CH:14]=[C:13]3[NH:9][C:6]2[C:5]([Cl:10])=[C:4]([Cl:11])[N:3]=[C:2]([Cl:1])[C:7]=2[Cl:8])[CH2:27][CH2:28][CH2:29][CH2:30]1, predict the reactants needed to synthesize it. The reactants are: [Cl:1][C:2]1[C:7]([Cl:8])=[C:6]([NH2:9])[C:5]([Cl:10])=[C:4]([Cl:11])[N:3]=1.Cl[C:13]1[C:22]2[C:17](=[C:18]([O:25][CH:26]3[CH2:30][CH2:29][CH2:28][CH2:27]3)[C:19]([O:23][CH3:24])=[CH:20][CH:21]=2)[N:16]=[CH:15][CH:14]=1. (3) Given the product [NH2:24][CH2:25][C:26]([NH:1][C:2]1[S:3][CH:4]=[CH:5][C:6]=1[C:7]([C:9]1[CH:18]=[CH:17][C:12]([C:13]([O:15][CH3:16])=[O:14])=[CH:11][CH:10]=1)=[O:8])=[O:27], predict the reactants needed to synthesize it. The reactants are: [NH2:1][C:2]1[S:3][CH:4]=[CH:5][C:6]=1[C:7]([C:9]1[CH:18]=[CH:17][C:12]([C:13]([O:15][CH3:16])=[O:14])=[CH:11][CH:10]=1)=[O:8].[I-].[Na+].C(=O)=O.[NH3:24].[CH3:25][C:26](C)=[O:27].